Task: Predict the reactants needed to synthesize the given product.. Dataset: Full USPTO retrosynthesis dataset with 1.9M reactions from patents (1976-2016) (1) Given the product [F:13][C:14]1[CH:20]=[C:19]([O:21][CH3:22])[CH:18]=[C:17]2[C:15]=1[NH:16][C:31](=[O:2])[CH:29]2[S:9][CH3:8], predict the reactants needed to synthesize it. The reactants are: S(Cl)(Cl)(=O)=[O:2].CC[C:8](OCC)=[S:9].[F:13][C:14]1[CH:20]=[C:19]([O:21][CH3:22])[CH:18]=[CH:17][C:15]=1[NH2:16].CCN([CH:29]([CH3:31])C)C(C)C. (2) Given the product [Br:18][C:19]1[CH:24]=[CH:23][C:22]([C@@H:25]([NH:27][CH2:16][CH2:15][C:2]2([OH:1])[CH2:3][CH2:4][C:5]3([O:10][CH2:9][C:8]([CH3:12])([CH3:11])[CH2:7][O:6]3)[CH2:13][CH2:14]2)[CH3:26])=[CH:21][CH:20]=1, predict the reactants needed to synthesize it. The reactants are: [OH:1][C:2]1([CH2:15][CH:16]=O)[CH2:14][CH2:13][C:5]2([O:10][CH2:9][C:8]([CH3:12])([CH3:11])[CH2:7][O:6]2)[CH2:4][CH2:3]1.[Br:18][C:19]1[CH:24]=[CH:23][C:22]([C@@H:25]([NH2:27])[CH3:26])=[CH:21][CH:20]=1. (3) Given the product [CH3:17][O:16][C:4]1[CH:3]=[C:2]([B:21]2[O:22][C:23]([CH3:25])([CH3:24])[C:19]([CH3:35])([CH3:18])[O:20]2)[CH:7]=[CH:6][C:5]=1[NH:8][C:9](=[O:15])[O:10][C:11]([CH3:14])([CH3:13])[CH3:12], predict the reactants needed to synthesize it. The reactants are: Br[C:2]1[CH:7]=[CH:6][C:5]([NH:8][C:9](=[O:15])[O:10][C:11]([CH3:14])([CH3:13])[CH3:12])=[C:4]([O:16][CH3:17])[CH:3]=1.[CH3:18][C:19]1([CH3:35])[C:23]([CH3:25])([CH3:24])[O:22][B:21]([B:21]2[O:22][C:23]([CH3:25])([CH3:24])[C:19]([CH3:35])([CH3:18])[O:20]2)[O:20]1.ClCCl.C([O-])(=O)C.[K+]. (4) Given the product [ClH:10].[NH2:11][CH2:12][C:13](=[O:19])[CH2:14][CH2:15][C:16]([O:5][CH2:4][C:3]1[CH:6]=[CH:7][CH:8]=[CH:9][C:2]=1[F:1])=[O:17], predict the reactants needed to synthesize it. The reactants are: [F:1][C:2]1[CH:9]=[CH:8][CH:7]=[CH:6][C:3]=1[CH2:4][OH:5].[ClH:10].[NH2:11][CH2:12][C:13](=[O:19])[CH2:14][CH2:15][C:16](O)=[O:17].